From a dataset of Experimental lipophilicity measurements (octanol/water distribution) for 4,200 compounds from AstraZeneca. Regression/Classification. Given a drug SMILES string, predict its absorption, distribution, metabolism, or excretion properties. Task type varies by dataset: regression for continuous measurements (e.g., permeability, clearance, half-life) or binary classification for categorical outcomes (e.g., BBB penetration, CYP inhibition). For this dataset (lipophilicity_astrazeneca), we predict Y. The molecule is COc1ccc(CN2C(=O)CCC2(C)C(=O)NC2CCCCC2)c(OC)c1. The Y is 2.38 logD.